This data is from Peptide-MHC class I binding affinity with 185,985 pairs from IEDB/IMGT. The task is: Regression. Given a peptide amino acid sequence and an MHC pseudo amino acid sequence, predict their binding affinity value. This is MHC class I binding data. (1) The peptide sequence is VHDREGNEV. The MHC is HLA-A01:01 with pseudo-sequence HLA-A01:01. The binding affinity (normalized) is 0.0847. (2) The peptide sequence is GEEILSQLY. The MHC is Mamu-A11 with pseudo-sequence Mamu-A11. The binding affinity (normalized) is 0.285. (3) The peptide sequence is YVLGIFLRKL. The MHC is HLA-A02:06 with pseudo-sequence HLA-A02:06. The binding affinity (normalized) is 0.678. (4) The peptide sequence is YMRERFEPM. The MHC is HLA-C12:03 with pseudo-sequence HLA-C12:03. The binding affinity (normalized) is 0.664. (5) The peptide sequence is SVIQESCDK. The MHC is Mamu-B8301 with pseudo-sequence Mamu-B8301. The binding affinity (normalized) is 0.298. (6) The peptide sequence is QDFWEVQL. The MHC is H-2-Kk with pseudo-sequence H-2-Kk. The binding affinity (normalized) is 0.0929. (7) The peptide sequence is FKRKGGIGGY. The MHC is HLA-B44:02 with pseudo-sequence HLA-B44:02. The binding affinity (normalized) is 0.170.